Dataset: Catalyst prediction with 721,799 reactions and 888 catalyst types from USPTO. Task: Predict which catalyst facilitates the given reaction. (1) Reactant: [CH2:1]([O:3][C:4](=[O:13])[CH2:5][C:6]1[CH:11]=[CH:10][C:9]([NH2:12])=[CH:8][CH:7]=1)[CH3:2].[Cl:14]N1C(=O)CCC1=O. Product: [NH2:12][C:9]1[CH:8]=[CH:7][C:6]([CH2:5][C:4]([O:3][CH2:1][CH3:2])=[O:13])=[CH:11][C:10]=1[Cl:14]. The catalyst class is: 22. (2) Reactant: C[O:2][C:3]([C:5]1([CH:10]=[N:11][O:12][CH2:13][C:14]2[CH:19]=[CH:18][CH:17]=[CH:16][CH:15]=2)[CH2:9][CH2:8][CH2:7][CH2:6]1)=[O:4].[OH-].[Na+].Cl. Product: [CH2:13]([O:12][N:11]=[CH:10][C:5]1([C:3]([OH:4])=[O:2])[CH2:9][CH2:8][CH2:7][CH2:6]1)[C:14]1[CH:19]=[CH:18][CH:17]=[CH:16][CH:15]=1. The catalyst class is: 87. (3) Reactant: [Br:1][C:2]1[C:3]([CH3:16])=[C:4]([N:8]2[C:13](=[O:14])[CH:12]=[CH:11][NH:10][C:9]2=[O:15])[CH:5]=[CH:6][CH:7]=1.[F:17][C:18]1[CH:23]=[CH:22][C:21](B(O)O)=[CH:20][CH:19]=1.N1C=CC=CC=1. Product: [Br:1][C:2]1[C:3]([CH3:16])=[C:4]([N:8]2[C:13](=[O:14])[CH:12]=[CH:11][N:10]([C:21]3[CH:22]=[CH:23][C:18]([F:17])=[CH:19][CH:20]=3)[C:9]2=[O:15])[CH:5]=[CH:6][CH:7]=1. The catalyst class is: 302.